Task: Predict the product of the given reaction.. Dataset: Forward reaction prediction with 1.9M reactions from USPTO patents (1976-2016) (1) Given the reactants [F:1][C:2]1[CH:7]=[CH:6][C:5]([N:8]2[CH2:13][CH2:12][N:11]([S:14]([C:17]3[S:21][C:20]([C:22](O)=[O:23])=[CH:19][CH:18]=3)(=[O:16])=[O:15])[C@H:10]([CH3:25])[CH2:9]2)=[C:4]([C:26]([F:29])([F:28])[F:27])[CH:3]=1.C(Cl)(C(Cl)=O)=O.[CH3:36][N:37](C=O)[CH3:38], predict the reaction product. The product is: [F:1][C:2]1[CH:7]=[CH:6][C:5]([N:8]2[CH2:13][CH2:12][N:11]([S:14]([C:17]3[S:21][C:20]([C:22]([N:37]([CH3:38])[CH3:36])=[O:23])=[CH:19][CH:18]=3)(=[O:15])=[O:16])[C@H:10]([CH3:25])[CH2:9]2)=[C:4]([C:26]([F:29])([F:28])[F:27])[CH:3]=1. (2) Given the reactants [NH:1]1[C:5]2[CH:6]=[CH:7][CH:8]=[CH:9][C:4]=2[N:3]=[C:2]1[SH:10].CC(C)=O.C(=O)([O-])[O-].[K+].[K+].Br[CH2:22][C:23]1[CH:32]=[CH:31][C:26]([C:27]([O:29][CH3:30])=[O:28])=[CH:25][CH:24]=1, predict the reaction product. The product is: [NH:1]1[C:5]2[CH:6]=[CH:7][CH:8]=[CH:9][C:4]=2[N:3]=[C:2]1[S:10][CH2:22][C:23]1[CH:32]=[CH:31][C:26]([C:27]([O:29][CH3:30])=[O:28])=[CH:25][CH:24]=1. (3) Given the reactants [Cl:1][C:2]1[CH:7]=[C:6]([O:8][CH2:9][C:10]2[CH:15]=[CH:14][CH:13]=[CH:12][CH:11]=2)[CH:5]=[C:4]([Cl:16])[C:3]=1[OH:17].[C:18]([O:22][C:23]([NH:25][CH2:26][CH2:27][CH2:28]Br)=[O:24])([CH3:21])([CH3:20])[CH3:19].C(=O)([O-])[O-].[K+].[K+], predict the reaction product. The product is: [Cl:1][C:2]1[CH:7]=[C:6]([O:8][CH2:9][C:10]2[CH:15]=[CH:14][CH:13]=[CH:12][CH:11]=2)[CH:5]=[C:4]([Cl:16])[C:3]=1[O:17][CH2:28][CH2:27][CH2:26][NH:25][C:23]([O:22][C:18]([CH3:19])([CH3:21])[CH3:20])=[O:24]. (4) Given the reactants [Br:1][C:2]1[CH:7]=[CH:6][CH:5]=[C:4](F)[CH:3]=1.[NH:9]1[CH2:13][CH2:12][CH2:11][CH2:10]1.C([O-])([O-])=O.[K+].[K+], predict the reaction product. The product is: [Br:1][C:2]1[CH:3]=[C:4]([N:9]2[CH2:13][CH2:12][CH2:11][CH2:10]2)[CH:5]=[CH:6][CH:7]=1. (5) The product is: [C:17]([C:18]1[O:11][C:8]2[CH:9]=[CH:10][C:5]([O:4][C:1]([CH3:2])=[O:3])=[C:6]([Br:14])[C:7]=2[C:12]=1[NH2:13])(=[O:19])[CH3:16]. Given the reactants [C:1]([O:4][C:5]1[CH:10]=[CH:9][C:8]([OH:11])=[C:7]([C:12]#[N:13])[C:6]=1[Br:14])(=[O:3])[CH3:2].Cl[CH2:16][C:17](=[O:19])[CH3:18].C([O-])([O-])=O.[K+].[K+], predict the reaction product. (6) The product is: [OH:42][CH2:41][CH2:40][O:43][C:7]1[N:8]=[C:3]([O:2][CH3:1])[C:4]2[C:15]([C:16]3[CH:21]=[CH:20][CH:19]=[CH:18][CH:17]=3)=[C:14]([C:22]3[CH:27]=[CH:26][C:25]([C:28]4([NH:32][C:33](=[O:39])[O:34][C:35]([CH3:38])([CH3:37])[CH3:36])[CH2:31][CH2:30][CH2:29]4)=[CH:24][CH:23]=3)[O:13][C:5]=2[N:6]=1. Given the reactants [CH3:1][O:2][C:3]1[C:4]2[C:15]([C:16]3[CH:21]=[CH:20][CH:19]=[CH:18][CH:17]=3)=[C:14]([C:22]3[CH:27]=[CH:26][C:25]([C:28]4([NH:32][C:33](=[O:39])[O:34][C:35]([CH3:38])([CH3:37])[CH3:36])[CH2:31][CH2:30][CH2:29]4)=[CH:24][CH:23]=3)[O:13][C:5]=2[N:6]=[C:7](S(C)(=O)=O)[N:8]=1.[CH2:40]([OH:43])[CH2:41][OH:42].CCN(C(C)C)C(C)C, predict the reaction product. (7) Given the reactants [C:1]([OH:12])(=[O:11])[CH2:2][O:3][CH2:4][CH2:5][O:6][CH2:7][C:8]([OH:10])=O.[C:13](=O)(O)[O-].[Na+].[CH3:18][OH:19], predict the reaction product. The product is: [CH3:18][O:19][C:8](=[O:10])[CH2:7][O:6][CH2:5][CH2:4][O:3][CH2:2][C:1]([O:12][CH3:13])=[O:11]. (8) Given the reactants [F:1][C:2]1[CH:7]=[C:6](B2OC(C)(C)C(C)(C)O2)[CH:5]=[CH:4][C:3]=1[C:17]1[CH:18]=[N:19][C:20]([NH2:23])=[N:21][CH:22]=1.Br[C:25]1[CH:30]=[CH:29][CH:28]=[CH:27][C:26]=1[S:31]([CH2:34][CH2:35][CH2:36][N:37]1[C:41]2[CH:42]=[CH:43][CH:44]=[CH:45][C:40]=2[NH:39][C:38]1=[O:46])(=[O:33])=[O:32], predict the reaction product. The product is: [NH2:23][C:20]1[N:21]=[CH:22][C:17]([C:3]2[CH:4]=[CH:5][C:6]([C:25]3[CH:30]=[CH:29][CH:28]=[CH:27][C:26]=3[S:31]([CH2:34][CH2:35][CH2:36][N:37]3[C:41]4[CH:42]=[CH:43][CH:44]=[CH:45][C:40]=4[NH:39][C:38]3=[O:46])(=[O:33])=[O:32])=[CH:7][C:2]=2[F:1])=[CH:18][N:19]=1. (9) Given the reactants Br[CH:2]([C:9](=O)[C:10]1[CH:15]=[CH:14][CH:13]=[CH:12][CH:11]=1)[CH2:3][CH2:4][C:5]([O:7][CH3:8])=[O:6].[CH2:17]([NH:20][C:21]([NH2:23])=[S:22])[CH2:18][CH3:19], predict the reaction product. The product is: [C:10]1([C:9]2[N:23]=[C:21]([NH:20][CH2:17][CH2:18][CH3:19])[S:22][C:2]=2[CH2:3][CH2:4][C:5]([O:7][CH3:8])=[O:6])[CH:15]=[CH:14][CH:13]=[CH:12][CH:11]=1.